From a dataset of Reaction yield outcomes from USPTO patents with 853,638 reactions. Predict the reaction yield, written as a fraction of the theoretical maximum amount of product (1.0 means a 100% yield; for example, 0.34 means a 34% yield). (1) The reactants are [CH2:1]=C1CCC2(OCCO2)CC1.O=[C:13]1[CH2:18][CH2:17][CH:16]([C:19]([O:21][CH2:22][CH3:23])=[O:20])[CH2:15][CH2:14]1.O1C2(CCC(=O)CC2)OCC1. No catalyst specified. The product is [CH2:1]=[C:13]1[CH2:18][CH2:17][CH:16]([C:19]([O:21][CH2:22][CH3:23])=[O:20])[CH2:15][CH2:14]1. The yield is 0.687. (2) The reactants are [CH3:1][C:2]1[C:3]([CH:8]2[CH2:13][CH2:12][CH2:11][CH:10]([C:14]3[C:19]([CH3:20])=[CH:18][CH:17]=[CH:16][N:15]=3)[NH:9]2)=[N:4][CH:5]=[CH:6][CH:7]=1.[CH3:21][O:22][C:23](=[O:34])[C:24]1[CH:29]=[C:28]([C:30]#[N:31])[CH:27]=[CH:26][C:25]=1[CH2:32]Br.CCN(C(C)C)C(C)C. The yield is 0.960. The catalyst is CN(C=O)C. The product is [CH3:21][O:22][C:23](=[O:34])[C:24]1[CH:29]=[C:28]([C:30]#[N:31])[CH:27]=[CH:26][C:25]=1[CH2:32][N:9]1[CH:8]([C:3]2[C:2]([CH3:1])=[CH:7][CH:6]=[CH:5][N:4]=2)[CH2:13][CH2:12][CH2:11][CH:10]1[C:14]1[C:19]([CH3:20])=[CH:18][CH:17]=[CH:16][N:15]=1. (3) The reactants are C([O:3][CH2:4][CH2:5][CH2:6][N:7]1[C:12](=[O:13])[C:11]2[C:14]([CH2:28][C:29]3[CH:34]=[CH:33][CH:32]=[CH:31][CH:30]=3)=[C:15]([O:18][C:19]3[CH:24]=[CH:23][CH:22]=[C:21]([CH:25]([CH3:27])[CH3:26])[CH:20]=3)[CH:16]=[N:17][C:10]=2[N:9]([CH3:35])[C:8]1=[O:36])=O.O[Li].O. The catalyst is C1COCC1.O.CC(=O)OCC. The product is [CH2:28]([C:14]1[C:11]2[C:12](=[O:13])[N:7]([CH2:6][CH2:5][CH2:4][OH:3])[C:8](=[O:36])[N:9]([CH3:35])[C:10]=2[N:17]=[CH:16][C:15]=1[O:18][C:19]1[CH:24]=[CH:23][CH:22]=[C:21]([CH:25]([CH3:27])[CH3:26])[CH:20]=1)[C:29]1[CH:34]=[CH:33][CH:32]=[CH:31][CH:30]=1. The yield is 0.450.